Task: Regression. Given two drug SMILES strings and cell line genomic features, predict the synergy score measuring deviation from expected non-interaction effect.. Dataset: NCI-60 drug combinations with 297,098 pairs across 59 cell lines (1) Drug 1: CCCS(=O)(=O)NC1=C(C(=C(C=C1)F)C(=O)C2=CNC3=C2C=C(C=N3)C4=CC=C(C=C4)Cl)F. Drug 2: C1CCC(C1)C(CC#N)N2C=C(C=N2)C3=C4C=CNC4=NC=N3. Cell line: K-562. Synergy scores: CSS=2.83, Synergy_ZIP=-1.41, Synergy_Bliss=-3.86, Synergy_Loewe=-47.7, Synergy_HSA=-8.56. (2) Synergy scores: CSS=6.72, Synergy_ZIP=3.68, Synergy_Bliss=3.77, Synergy_Loewe=0.232, Synergy_HSA=1.91. Drug 1: CNC(=O)C1=CC=CC=C1SC2=CC3=C(C=C2)C(=NN3)C=CC4=CC=CC=N4. Cell line: ACHN. Drug 2: C1CCN(CC1)CCOC2=CC=C(C=C2)C(=O)C3=C(SC4=C3C=CC(=C4)O)C5=CC=C(C=C5)O. (3) Drug 1: CC(C1=C(C=CC(=C1Cl)F)Cl)OC2=C(N=CC(=C2)C3=CN(N=C3)C4CCNCC4)N. Drug 2: C1CC(=O)NC(=O)C1N2CC3=C(C2=O)C=CC=C3N. Cell line: HOP-92. Synergy scores: CSS=8.47, Synergy_ZIP=-2.45, Synergy_Bliss=0.777, Synergy_Loewe=1.52, Synergy_HSA=1.55. (4) Drug 1: CS(=O)(=O)C1=CC(=C(C=C1)C(=O)NC2=CC(=C(C=C2)Cl)C3=CC=CC=N3)Cl. Drug 2: COC1=NC(=NC2=C1N=CN2C3C(C(C(O3)CO)O)O)N. Cell line: HCT116. Synergy scores: CSS=-6.64, Synergy_ZIP=0.743, Synergy_Bliss=-2.02, Synergy_Loewe=-6.71, Synergy_HSA=-5.80. (5) Drug 1: CN(C)N=NC1=C(NC=N1)C(=O)N. Drug 2: CC(C)(C#N)C1=CC(=CC(=C1)CN2C=NC=N2)C(C)(C)C#N. Cell line: RPMI-8226. Synergy scores: CSS=9.21, Synergy_ZIP=0.849, Synergy_Bliss=6.54, Synergy_Loewe=2.49, Synergy_HSA=2.24. (6) Drug 2: CC1=C(N=C(N=C1N)C(CC(=O)N)NCC(C(=O)N)N)C(=O)NC(C(C2=CN=CN2)OC3C(C(C(C(O3)CO)O)O)OC4C(C(C(C(O4)CO)O)OC(=O)N)O)C(=O)NC(C)C(C(C)C(=O)NC(C(C)O)C(=O)NCCC5=NC(=CS5)C6=NC(=CS6)C(=O)NCCC[S+](C)C)O. Cell line: SW-620. Drug 1: CCCS(=O)(=O)NC1=C(C(=C(C=C1)F)C(=O)C2=CNC3=C2C=C(C=N3)C4=CC=C(C=C4)Cl)F. Synergy scores: CSS=-22.7, Synergy_ZIP=7.75, Synergy_Bliss=-7.30, Synergy_Loewe=-28.0, Synergy_HSA=-25.8.